Predict the product of the given reaction. From a dataset of Forward reaction prediction with 1.9M reactions from USPTO patents (1976-2016). (1) Given the reactants [CH2:1]([O:3][C:4](=[O:26])[C:5]1(C(OCC)=O)[CH:9]([C:10]2[CH:15]=[CH:14][C:13]([O:16]C)=[CH:12][CH:11]=2)[CH2:8][CH2:7][N:6]1C(=O)C)[CH3:2].[BrH:27], predict the reaction product. The product is: [BrH:27].[OH:16][C:13]1[CH:14]=[CH:15][C:10]([CH:9]2[CH2:8][CH2:7][NH:6][C@@H:5]2[C:4]([O:3][CH2:1][CH3:2])=[O:26])=[CH:11][CH:12]=1. (2) The product is: [CH3:1][O:2][C:3]([C:4]1[CH:5]=[C:6]([C:25]2[CH:24]=[C:23]([F:22])[CH:28]=[CH:27][C:26]=2[O:32][CH3:33])[C:7]([O:12][CH2:13][C:14]2[CH:19]=[CH:18][CH:17]=[CH:16][CH:15]=2)=[C:8]([CH:10]=[O:11])[CH:9]=1)=[O:21]. Given the reactants [CH3:1][O:2][C:3](=[O:21])[C:4]1[CH:9]=[C:8]([CH:10]=[O:11])[C:7]([O:12][CH2:13][C:14]2[CH:19]=[CH:18][CH:17]=[CH:16][CH:15]=2)=[C:6](Br)[CH:5]=1.[F:22][C:23]1[CH:24]=[CH:25][C:26]([O:32][CH3:33])=[C:27](B(O)O)[CH:28]=1, predict the reaction product. (3) Given the reactants [NH:1]1[C:9]2[C:4](=[CH:5][CH:6]=[CH:7][CH:8]=2)[C:3]2([C:13]3=[CH:14][C:15]4[O:19][CH2:18][O:17][C:16]=4[CH:20]=[C:12]3[O:11][CH2:10]2)[C:2]1=[O:21].CC1(C)COC2=CC3OCC4(C=3C=C12)C1C(=CC=CC=1)NC4=O.Br[CH2:46][C:47]1[CH:52]=[CH:51][C:50]([O:53][C:54]([F:57])([F:56])[F:55])=[CH:49][CH:48]=1.BrCC1OC(C(F)(F)F)=CC=1, predict the reaction product. The product is: [F:55][C:54]([F:56])([F:57])[O:53][C:50]1[CH:51]=[CH:52][C:47]([CH2:46][N:1]2[C:9]3[C:4](=[CH:5][CH:6]=[CH:7][CH:8]=3)[C:3]3([C:13]4=[CH:14][C:15]5[O:19][CH2:18][O:17][C:16]=5[CH:20]=[C:12]4[O:11][CH2:10]3)[C:2]2=[O:21])=[CH:48][CH:49]=1. (4) Given the reactants [CH3:1][C:2]([C:4]1[C:9]([NH2:10])=[CH:8][C:7]([O:11][CH3:12])=[C:6]([O:13][CH3:14])[CH:5]=1)=O.B(F)(F)F.CCOCC.[CH:24]([NH2:26])=O, predict the reaction product. The product is: [CH3:1][C:2]1[C:4]2[C:9](=[CH:8][C:7]([O:11][CH3:12])=[C:6]([O:13][CH3:14])[CH:5]=2)[N:10]=[CH:24][N:26]=1. (5) Given the reactants [CH3:1][O:2][C:3]1[CH:4]=[C:5]2[C:10](=[CH:11][C:12]=1[O:13][CH3:14])[N:9]=[CH:8][CH:7]=[C:6]2OC1C=C2C(=CC=1)C=C(NC(OCC1C=CC=CC=1)=O)C=C2.[Br:37][C:38]1[CH:39]=[C:40]2[C:45](=[CH:46][CH:47]=1)[C:44]([F:48])=[C:43]([OH:49])[CH:42]=[CH:41]2, predict the reaction product. The product is: [CH3:1][O:2][C:3]1[CH:4]=[C:5]2[C:10](=[CH:11][C:12]=1[O:13][CH3:14])[N:9]=[CH:8][CH:7]=[C:6]2[O:49][C:43]1[CH:42]=[CH:41][C:40]2[C:45](=[CH:46][CH:47]=[C:38]([Br:37])[CH:39]=2)[C:44]=1[F:48].